Dataset: Catalyst prediction with 721,799 reactions and 888 catalyst types from USPTO. Task: Predict which catalyst facilitates the given reaction. (1) The catalyst class is: 10. Reactant: [CH3:1][C:2]1[CH:7]=[CH:6][CH:5]=[CH:4][C:3]=1[OH:8].[Br:9][CH2:10][CH2:11][CH2:12]Br.C([O-])([O-])=O.[Cs+].[Cs+]. Product: [CH3:1][C:2]1[CH:7]=[CH:6][CH:5]=[CH:4][C:3]=1[O:8][CH2:12][CH2:11][CH2:10][Br:9]. (2) Reactant: [Cl:1][C:2]1[CH:3]=[C:4]2[C:8](=[CH:9][CH:10]=1)[N:7]([S:11]([C:14]1[CH:19]=[CH:18][C:17]([O:20][CH3:21])=[CH:16][C:15]=1[O:22][C:23]([F:26])([F:25])[F:24])(=[O:13])=[O:12])[C:6](=[O:27])[C:5]2(O)[C:28]1[CH:33]=[CH:32][CH:31]=[CH:30][C:29]=1[O:34][CH3:35].S(Cl)([Cl:39])=O. Product: [Cl:39][C:5]1([C:28]2[CH:33]=[CH:32][CH:31]=[CH:30][C:29]=2[O:34][CH3:35])[C:4]2[C:8](=[CH:9][CH:10]=[C:2]([Cl:1])[CH:3]=2)[N:7]([S:11]([C:14]2[CH:19]=[CH:18][C:17]([O:20][CH3:21])=[CH:16][C:15]=2[O:22][C:23]([F:24])([F:26])[F:25])(=[O:13])=[O:12])[C:6]1=[O:27]. The catalyst class is: 22. (3) Reactant: [N:1]1[C:10]2[C:5](=[N:6][CH:7]=[CH:8][CH:9]=2)[CH:4]=[CH:3][C:2]=1[CH2:11][O:12][C:13]1[CH:18]=[CH:17][C:16]([C:19]2[C:23]([C:24]3[CH:29]=[CH:28][N:27]=[CH:26][CH:25]=3)=[CH:22][N:21]([CH2:30][CH2:31][OH:32])[N:20]=2)=[CH:15][CH:14]=1.N1C=CC=CC=1.[CH3:39][S:40](Cl)(=[O:42])=[O:41]. Product: [CH3:39][S:40]([O:32][CH2:31][CH2:30][N:21]1[CH:22]=[C:23]([C:24]2[CH:29]=[CH:28][N:27]=[CH:26][CH:25]=2)[C:19]([C:16]2[CH:15]=[CH:14][C:13]([O:12][CH2:11][C:2]3[CH:3]=[CH:4][C:5]4[C:10](=[CH:9][CH:8]=[CH:7][N:6]=4)[N:1]=3)=[CH:18][CH:17]=2)=[N:20]1)(=[O:42])=[O:41]. The catalyst class is: 2. (4) Reactant: [CH2:1]([CH:3]([N:6]1[C:10]2[CH:11]=[CH:12][C:13]([C:15]([OH:17])=[O:16])=[CH:14][C:9]=2[N:8]=[C:7]1[CH2:18][C:19]1[O:20][CH:21]=[CH:22][CH:23]=1)[CH2:4][CH3:5])[CH3:2]. Product: [CH2:1]([CH:3]([N:6]1[C:10]2[CH:11]=[CH:12][C:13]([C:15]([OH:17])=[O:16])=[CH:14][C:9]=2[N:8]=[C:7]1[CH2:18][CH:19]1[CH2:23][CH2:22][CH2:21][O:20]1)[CH2:4][CH3:5])[CH3:2]. The catalyst class is: 810. (5) Reactant: [Br:1][CH2:2][CH2:3][C:4]1[C:5](C#N)=CC=CC=1.[CH3:17][CH:18]([CH2:20][AlH][CH2:17][CH:18]([CH3:20])[CH3:19])[CH3:19].C1C[O:24]CC1.Cl. Product: [Br:1][CH2:2][C:3]1[CH:20]=[C:18]([CH:17]=[CH:5][CH:4]=1)[CH:19]=[O:24]. The catalyst class is: 308.